From a dataset of Catalyst prediction with 721,799 reactions and 888 catalyst types from USPTO. Predict which catalyst facilitates the given reaction. (1) The catalyst class is: 19. Product: [N:15]1([C@H:12]2[CH2:13][CH2:14][C@H:9]([NH2:8])[CH2:10][CH2:11]2)[CH2:16][CH2:17][CH2:18][CH2:19]1. Reactant: C([N:8](CC1C=CC=CC=1)[C@H:9]1[CH2:14][CH2:13][C@H:12]([N:15]2[CH2:19][CH2:18][CH2:17][CH2:16]2)[CH2:11][CH2:10]1)C1C=CC=CC=1. (2) Reactant: C(OC([N:8]1[CH2:13][CH2:12][CH:11]([C@@H:14]2[N:18]([C:19]([O:21][CH2:22][C:23]3[CH:28]=[CH:27][CH:26]=[CH:25][CH:24]=3)=[O:20])[CH:17]([C:29](=[O:48])[NH:30][C:31]3[S:32][CH:33]=[C:34]([C:36]4[CH:41]=[CH:40][C:39]([C:42](=[O:47])[NH:43][CH:44]5[CH2:46][CH2:45]5)=[CH:38][CH:37]=4)[N:35]=3)[CH2:16][S:15]2)[CH2:10][CH2:9]1)=O)(C)(C)C. Product: [CH2:22]([O:21][C:19]([N:18]1[CH:17]([C:29](=[O:48])[NH:30][C:31]2[S:32][CH:33]=[C:34]([C:36]3[CH:41]=[CH:40][C:39]([C:42](=[O:47])[NH:43][CH:44]4[CH2:45][CH2:46]4)=[CH:38][CH:37]=3)[N:35]=2)[CH2:16][S:15][C@@H:14]1[CH:11]1[CH2:10][CH2:9][NH:8][CH2:13][CH2:12]1)=[O:20])[C:23]1[CH:24]=[CH:25][CH:26]=[CH:27][CH:28]=1. The catalyst class is: 281. (3) Reactant: [CH3:1][C:2]1([CH3:19])[C:10]2[C:5](=[C:6]([CH3:17])[C:7]([N:11]3[CH2:16][CH2:15][O:14][CH2:13][CH2:12]3)=[CH:8][CH:9]=2)[NH:4][C:3]1=O.COCCO[AlH2-]OCCOC.[Na+]. Product: [CH3:1][C:2]1([CH3:19])[C:10]2[C:5](=[C:6]([CH3:17])[C:7]([N:11]3[CH2:16][CH2:15][O:14][CH2:13][CH2:12]3)=[CH:8][CH:9]=2)[NH:4][CH2:3]1. The catalyst class is: 11. (4) Reactant: CC1(C)[O:6][C@@H:5]([C@@H:7]([C:17]2[S:18][CH:19]=[CH:20][CH:21]=2)[N:8]2[C:16]3[C:11](=[CH:12][CH:13]=[CH:14][CH:15]=3)[CH:10]=[CH:9]2)[CH2:4][O:3]1.C1(S(O)(=O)=O)C=CC=CC=1. Product: [N:8]1([C@@H:7]([C:17]2[S:18][CH:19]=[CH:20][CH:21]=2)[C@H:5]([OH:6])[CH2:4][OH:3])[C:16]2[C:11](=[CH:12][CH:13]=[CH:14][CH:15]=2)[CH:10]=[CH:9]1. The catalyst class is: 125. (5) Reactant: [CH3:1][O:2][C:3]1[C:10](/[CH:11]=[CH:12]/[CH2:13][O:14][CH3:15])=[CH:9][C:8](/[CH:16]=[CH:17]/[CH2:18][O:19][CH3:20])=[CH:7][C:4]=1[CH:5]=[O:6].C. Product: [CH3:1][O:2][C:3]1[C:10]([CH2:11][CH2:12][CH2:13][O:14][CH3:15])=[CH:9][C:8]([CH2:16][CH2:17][CH2:18][O:19][CH3:20])=[CH:7][C:4]=1[CH:5]=[O:6]. The catalyst class is: 99. (6) Reactant: Br[CH2:2][C:3]1[C:4]([F:20])=[C:5]([O:10][C:11]2[CH:12]=[C:13]([CH:16]=[C:17]([Cl:19])[CH:18]=2)[C:14]#[N:15])[C:6]([Cl:9])=[CH:7][CH:8]=1.[CH2:21]([NH2:23])[CH3:22].C(OCC)(=O)C.C([O-])(O)=O.[Na+]. Product: [Cl:19][C:17]1[CH:16]=[C:13]([CH:12]=[C:11]([O:10][C:5]2[C:6]([Cl:9])=[CH:7][CH:8]=[C:3]([CH2:2][NH:23][CH2:21][CH3:22])[C:4]=2[F:20])[CH:18]=1)[C:14]#[N:15]. The catalyst class is: 1. (7) Reactant: Br[C:2]1[CH:9]=[CH:8][C:5]([CH:6]=[O:7])=[CH:4][CH:3]=1.CC1(C)OB([C:16]2[CH2:17][CH2:18][N:19]([C:22]([O:24][C:25]([CH3:28])([CH3:27])[CH3:26])=[O:23])[CH2:20][CH:21]=2)OC1(C)C.CC([O-])=O.[K+]. Product: [CH:6]([C:5]1[CH:8]=[CH:9][C:2]([C:16]2[CH2:21][CH2:20][N:19]([C:22]([O:24][C:25]([CH3:28])([CH3:27])[CH3:26])=[O:23])[CH2:18][CH:17]=2)=[CH:3][CH:4]=1)=[O:7]. The catalyst class is: 117. (8) Reactant: [CH3:1][C:2]1[C:7]2[S:8][C:9]3[C:14]([CH3:15])=[CH:13][CH:12]=[CH:11][C:10]=3[C:6]=2[CH:5]=[CH:4][CH:3]=1.[Br:16]Br. Product: [Br:16][C:13]1[CH:12]=[CH:11][C:10]2[C:6]3[CH:5]=[CH:4][CH:3]=[C:2]([CH3:1])[C:7]=3[S:8][C:9]=2[C:14]=1[CH3:15]. The catalyst class is: 15.